Dataset: Full USPTO retrosynthesis dataset with 1.9M reactions from patents (1976-2016). Task: Predict the reactants needed to synthesize the given product. (1) Given the product [F:1][C:2]1[CH:7]=[C:6]([O:8][CH2:22][CH:23]2[CH2:28][CH2:27][O:26][CH2:25][CH2:24]2)[CH:5]=[C:4]([F:9])[C:3]=1[C:10]1[N:15]=[C:14]([C:16]([O:18][CH3:19])=[O:17])[CH:13]=[CH:12][C:11]=1[F:20], predict the reactants needed to synthesize it. The reactants are: [F:1][C:2]1[CH:7]=[C:6]([OH:8])[CH:5]=[C:4]([F:9])[C:3]=1[C:10]1[N:15]=[C:14]([C:16]([O:18][CH3:19])=[O:17])[CH:13]=[CH:12][C:11]=1[F:20].Br[CH2:22][CH:23]1[CH2:28][CH2:27][O:26][CH2:25][CH2:24]1.C([O-])([O-])=O.[K+].[K+]. (2) The reactants are: OCCC[CH:5]1[NH:9][C:8](=[O:10])[C:7]2([CH2:15][CH2:14][N:13](C(OC(C)(C)C)=O)[CH2:12][CH2:11]2)[N:6]1[C:23]1[CH:28]=[CH:27][CH:26]=[CH:25][CH:24]=1.O.CC[O:32][CH2:33][CH3:34].[C:35]([OH:41])([C:37]([F:40])([F:39])[F:38])=[O:36]. Given the product [OH:41][C:35]([C:37]([F:40])([F:39])[F:38])=[O:36].[OH:32][CH2:33][CH2:34][CH2:35][N:9]1[C:8](=[O:10])[C:7]2([CH2:15][CH2:14][NH:13][CH2:12][CH2:11]2)[N:6]([C:23]2[CH:24]=[CH:25][CH:26]=[CH:27][CH:28]=2)[CH2:5]1, predict the reactants needed to synthesize it. (3) Given the product [C:57]([O:61][C:62](=[O:78])[CH2:63][CH2:64][C:65]1[C:70]([CH3:71])=[CH:69][C:68]([C:72]2[N:73]=[C:11]([C:8]3[CH:7]=[C:6]([CH3:14])[C:5]([CH2:1][CH:2]([CH3:3])[CH3:4])=[CH:10][N:9]=3)[O:13][N:75]=2)=[CH:67][C:66]=1[CH2:76][CH3:77])([CH3:60])([CH3:59])[CH3:58], predict the reactants needed to synthesize it. The reactants are: [CH2:1]([C:5]1[C:6]([CH3:14])=[CH:7][C:8]([C:11]([OH:13])=O)=[N:9][CH:10]=1)[CH:2]([CH3:4])[CH3:3].CCN(C(C)C)C(C)C.C1CN([P+](ON2N=NC3C=CC=CC2=3)(N2CCCC2)N2CCCC2)CC1.F[P-](F)(F)(F)(F)F.[C:57]([O:61][C:62](=[O:78])[CH2:63][CH2:64][C:65]1[C:70]([CH3:71])=[CH:69][C:68]([C:72](=[NH:75])[NH:73]O)=[CH:67][C:66]=1[CH2:76][CH3:77])([CH3:60])([CH3:59])[CH3:58]. (4) Given the product [Cl:24][CH2:20][C:13]1[C:14]2[C:19](=[CH:18][CH:17]=[CH:16][CH:15]=2)[N:11]([S:1]([C:4]2[CH:10]=[CH:9][C:7]([CH3:8])=[CH:6][CH:5]=2)(=[O:3])=[O:2])[CH:12]=1, predict the reactants needed to synthesize it. The reactants are: [S:1]([N:11]1[C:19]2[C:14](=[CH:15][CH:16]=[CH:17][CH:18]=2)[C:13]([CH2:20]O)=[CH:12]1)([C:4]1[CH:10]=[CH:9][C:7]([CH3:8])=[CH:6][CH:5]=1)(=[O:3])=[O:2].O=P(Cl)(Cl)[Cl:24]. (5) Given the product [Cl:1][C:2]1[CH:3]=[C:4]([C:12]2[O:16][N:15]=[C:14]([C:17]3[CH:26]=[CH:25][CH:24]=[C:23]4[C:18]=3[CH:19]=[CH:20][N:21]=[C:22]4[CH2:27][CH2:28][C:29]([OH:31])=[O:30])[N:13]=2)[CH:5]=[CH:6][C:7]=1[O:8][CH:9]([F:11])[F:10], predict the reactants needed to synthesize it. The reactants are: [Cl:1][C:2]1[CH:3]=[C:4]([C:12]2[O:16][N:15]=[C:14]([C:17]3[CH:26]=[CH:25][CH:24]=[C:23]4[C:18]=3[CH:19]=[CH:20][N:21]=[C:22]4[CH2:27][CH2:28][C:29]([O:31]C(C)(C)C)=[O:30])[N:13]=2)[CH:5]=[CH:6][C:7]=1[O:8][CH:9]([F:11])[F:10]. (6) The reactants are: [CH2:1]([O:3][C:4]([C:6]1[CH:7]=[N:8][C:9]2[C:14]([C:15]=1Cl)=[CH:13][CH:12]=[CH:11][C:10]=2[O:17][CH3:18])=[O:5])[CH3:2].[F:19][CH2:20][CH2:21][CH2:22][CH2:23][NH2:24]. Given the product [CH2:1]([O:3][C:4]([C:6]1[CH:7]=[N:8][C:9]2[C:14]([C:15]=1[NH:24][CH2:23][CH2:22][CH2:21][CH2:20][F:19])=[CH:13][CH:12]=[CH:11][C:10]=2[O:17][CH3:18])=[O:5])[CH3:2], predict the reactants needed to synthesize it. (7) Given the product [CH3:1][O:2][C:3]([C:5]1([C:8]2[CH:9]=[C:10]([I:16])[C:11]([O:15][CH2:20][C:19]([CH3:21])=[CH2:18])=[C:12]([I:14])[CH:13]=2)[CH2:7][CH2:6]1)=[O:4], predict the reactants needed to synthesize it. The reactants are: [CH3:1][O:2][C:3]([C:5]1([C:8]2[CH:13]=[C:12]([I:14])[C:11]([OH:15])=[C:10]([I:16])[CH:9]=2)[CH2:7][CH2:6]1)=[O:4].Cl[CH2:18][C:19]([CH3:21])=[CH2:20]. (8) Given the product [Cl:8][C:6]1[N:5]=[C:4]([N:9]2[CH2:14][CH2:13][O:12][CH2:11][CH2:10]2)[N:3]=[C:2]([C:23]2[CH:22]=[CH:21][C:20]([NH:19][C:17]([NH:16][CH3:15])=[O:18])=[CH:25][CH:24]=2)[N:7]=1, predict the reactants needed to synthesize it. The reactants are: Cl[C:2]1[N:7]=[C:6]([Cl:8])[N:5]=[C:4]([N:9]2[CH2:14][CH2:13][O:12][CH2:11][CH2:10]2)[N:3]=1.[CH3:15][NH:16][C:17]([NH:19][C:20]1[CH:25]=[CH:24][C:23](B2OC(C)(C)C(C)(C)O2)=[CH:22][CH:21]=1)=[O:18].C([O-])([O-])=O.[Na+].[Na+].